Dataset: Full USPTO retrosynthesis dataset with 1.9M reactions from patents (1976-2016). Task: Predict the reactants needed to synthesize the given product. (1) Given the product [NH2:25][C@@H:10]([CH2:11][C:12]1[CH:17]=[CH:16][C:15]([C:18]2[CH:23]=[C:22]([CH3:24])[CH:21]=[CH:20][N:19]=2)=[CH:14][CH:13]=1)[C@@H:9]([OH:36])[CH2:8][C@@H:7]([NH:6][C:4](=[O:5])[C@@H:3]([N:44]1[CH2:48][CH2:47][N:46]([CH2:49][C:50]2[CH:55]=[CH:54][CH:53]=[C:52]([CH3:56])[N:51]=2)[C:45]1=[O:57])[C:2]([CH3:1])([CH3:58])[CH3:59])[CH2:37][C:38]1[CH:43]=[CH:42][CH:41]=[CH:40][CH:39]=1, predict the reactants needed to synthesize it. The reactants are: [CH3:1][C:2]([CH3:59])([CH3:58])[C@H:3]([N:44]1[CH2:48][CH2:47][N:46]([CH2:49][C:50]2[CH:55]=[CH:54][CH:53]=[C:52]([CH3:56])[N:51]=2)[C:45]1=[O:57])[C:4]([NH:6][C@@H:7]([CH2:37][C:38]1[CH:43]=[CH:42][CH:41]=[CH:40][CH:39]=1)[CH2:8][C@H:9]([OH:36])[C@@H:10]([NH:25]C(=O)OCC1C=CC=CC=1)[CH2:11][C:12]1[CH:17]=[CH:16][C:15]([C:18]2[CH:23]=[C:22]([CH3:24])[CH:21]=[CH:20][N:19]=2)=[CH:14][CH:13]=1)=[O:5].Cl. (2) The reactants are: [NH2:1][C:2]1[CH:7]=[CH:6][C:5]([N:8]([CH2:11][CH2:12][C:13]2[CH:18]=[CH:17][CH:16]=[CH:15][N:14]=2)[CH:9]=[O:10])=[CH:4][CH:3]=1.C(N(CC)CC)C.CNC1(NC)C=CN=CC1.[CH3:36][C:37]1[CH:42]=[CH:41][C:40]([C:43]2[C:44]([C:49](Cl)=[O:50])=[CH:45][CH:46]=[CH:47][CH:48]=2)=[CH:39][CH:38]=1. Given the product [CH:9]([N:8]([CH2:11][CH2:12][C:13]1[CH:18]=[CH:17][CH:16]=[CH:15][N:14]=1)[C:5]1[CH:6]=[CH:7][C:2]([NH:1][C:49]([C:44]2[C:43]([C:40]3[CH:39]=[CH:38][C:37]([CH3:36])=[CH:42][CH:41]=3)=[CH:48][CH:47]=[CH:46][CH:45]=2)=[O:50])=[CH:3][CH:4]=1)=[O:10], predict the reactants needed to synthesize it. (3) Given the product [C:5]1([CH3:15])[CH:6]=[CH:7][C:8]([S:11]([OH:14])(=[O:12])=[O:13])=[CH:9][CH:10]=1.[CH:16]1([N:20]2[CH2:25][CH2:24][CH:23]([O:26][C:27]3[CH:28]=[CH:29][C:30]([NH2:31])=[CH:32][CH:33]=3)[CH2:22][CH2:21]2)[CH2:19][CH2:18][CH2:17]1, predict the reactants needed to synthesize it. The reactants are: C(O)C.O.[C:5]1([CH3:15])[CH:10]=[CH:9][C:8]([S:11]([OH:14])(=[O:13])=[O:12])=[CH:7][CH:6]=1.[CH:16]1([N:20]2[CH2:25][CH2:24][CH:23]([O:26][C:27]3[CH:33]=[CH:32][C:30]([NH2:31])=[CH:29][CH:28]=3)[CH2:22][CH2:21]2)[CH2:19][CH2:18][CH2:17]1. (4) Given the product [CH3:14][NH:7][C:6]1[CH:8]=[C:2]([Cl:1])[CH:3]=[CH:4][C:5]=1[N+:9]([O-:11])=[O:10], predict the reactants needed to synthesize it. The reactants are: [Cl:1][C:2]1[CH:3]=[CH:4][C:5]([N+:9]([O-:11])=[O:10])=[C:6]([CH:8]=1)[NH2:7].[H-].[Na+].[CH3:14]I. (5) The reactants are: [F:1][C:2]1[CH:7]=[CH:6][C:5]([C:8]2[C:16]3[C:11](=[CH:12][CH:13]=[C:14]([C:17]4[NH:21][C:20](=[O:22])[O:19][N:18]=4)[CH:15]=3)[N:10](C3CCCCO3)[N:9]=2)=[CH:4][CH:3]=1.Cl.[OH-].[Na+]. Given the product [F:1][C:2]1[CH:7]=[CH:6][C:5]([C:8]2[C:16]3[C:11](=[CH:12][CH:13]=[C:14]([C:17]4[NH:21][C:20](=[O:22])[O:19][N:18]=4)[CH:15]=3)[NH:10][N:9]=2)=[CH:4][CH:3]=1, predict the reactants needed to synthesize it. (6) Given the product [CH:22]([Si:21]([CH3:25])([CH3:20])[C:2]1[CH:7]=[CH:6][C:5]([CH:30]=[O:31])=[CH:4][CH:3]=1)([CH3:24])[CH3:23], predict the reactants needed to synthesize it. The reactants are: Br[C:2]1[CH:7]=[CH:6][C:5](Br)=[CH:4][CH:3]=1.C([Li])CCC.CCCCCC.[CH3:20][Si:21](Cl)([CH3:25])[CH:22]([CH3:24])[CH3:23].CN([CH:30]=[O:31])C.